The task is: Regression. Given a peptide amino acid sequence and an MHC pseudo amino acid sequence, predict their binding affinity value. This is MHC class I binding data.. This data is from Peptide-MHC class I binding affinity with 185,985 pairs from IEDB/IMGT. (1) The peptide sequence is AVIRFQQL. The MHC is H-2-Db with pseudo-sequence H-2-Db. The binding affinity (normalized) is 0.00610. (2) The peptide sequence is SNFTSTTVK. The MHC is HLA-A02:06 with pseudo-sequence HLA-A02:06. The binding affinity (normalized) is 0. (3) The peptide sequence is VPVWKEATTTL. The MHC is HLA-A02:06 with pseudo-sequence HLA-A02:06. The binding affinity (normalized) is 0.00487. (4) The peptide sequence is FREVWKQLF. The MHC is HLA-A69:01 with pseudo-sequence HLA-A69:01. The binding affinity (normalized) is 0.0847. (5) The peptide sequence is KVTGSYNLV. The MHC is HLA-A02:06 with pseudo-sequence HLA-A02:06. The binding affinity (normalized) is 0.513. (6) The peptide sequence is ILAKGRRRV. The MHC is HLA-A02:03 with pseudo-sequence HLA-A02:03. The binding affinity (normalized) is 0.598. (7) The peptide sequence is QRHPNFPSK. The MHC is HLA-A26:03 with pseudo-sequence HLA-A26:03. The binding affinity (normalized) is 0.0847.